The task is: Predict the product of the given reaction.. This data is from Forward reaction prediction with 1.9M reactions from USPTO patents (1976-2016). (1) Given the reactants [Cl:1][C:2]1[CH:3]=[CH:4][C:5]2[C:11]3[N:12]([CH:24]4[CH2:29][CH2:28][CH2:27][CH2:26][CH2:25]4)[C:13]4[C:18]([C:10]=3[CH2:9][C:8](=O)[N:7]([CH2:31][C:32](=O)[N:33]3[CH2:38][CH2:37][CH2:36][CH2:35][CH2:34]3)[C:6]=2[CH:40]=1)=[CH:17][C:16]([C:19]([O:21][CH2:22][CH3:23])=[O:20])=[CH:15][CH:14]=4.Cl.[OH-].[Na+].C(=O)([O-])O.[Na+], predict the reaction product. The product is: [Cl:1][C:2]1[CH:3]=[CH:4][C:5]2[C:11]3[N:12]([CH:24]4[CH2:29][CH2:28][CH2:27][CH2:26][CH2:25]4)[C:13]4[C:18]([C:10]=3[CH2:9][CH2:8][N:7]([CH2:31][CH2:32][N:33]3[CH2:38][CH2:37][CH2:36][CH2:35][CH2:34]3)[C:6]=2[CH:40]=1)=[CH:17][C:16]([C:19]([O:21][CH2:22][CH3:23])=[O:20])=[CH:15][CH:14]=4. (2) The product is: [OH:18][CH:17]([C:19]1[CH:28]=[CH:27][C:22]2[NH:23][C:24](=[O:26])[S:25][C:21]=2[CH:20]=1)[CH:16]([N:13]1[CH2:12][CH2:11][N:10]([C:6]2[CH:7]=[CH:8][CH:9]=[C:4]([C:3]([F:2])([F:30])[F:31])[CH:5]=2)[CH2:15][CH2:14]1)[CH3:29]. Given the reactants Cl.[F:2][C:3]([F:31])([F:30])[C:4]1[CH:5]=[C:6]([N:10]2[CH2:15][CH2:14][N:13]([CH:16]([CH3:29])[C:17]([C:19]3[CH:28]=[CH:27][C:22]4[NH:23][C:24](=[O:26])[S:25][C:21]=4[CH:20]=3)=[O:18])[CH2:12][CH2:11]2)[CH:7]=[CH:8][CH:9]=1.[BH4-].[Na+].Cl, predict the reaction product.